From a dataset of Forward reaction prediction with 1.9M reactions from USPTO patents (1976-2016). Predict the product of the given reaction. (1) Given the reactants C[Sn](C)(C)[C:3]1[CH:4]=[C:5]2[CH2:11][C@:10]3([CH:16]4[CH2:17][CH2:18][N:13]([CH2:14][CH2:15]4)[CH2:12]3)[O:9][C:6]2=[N:7][CH:8]=1.FC(F)(F)S(O[C:27]1[C:35]2[C:30](=[N:31][CH:32]=[CH:33][CH:34]=2)[O:29][CH:28]=1)(=O)=O, predict the reaction product. The product is: [O:29]1[C:30]2=[N:31][CH:32]=[CH:33][CH:34]=[C:35]2[C:27]([C:3]2[CH:4]=[C:5]3[CH2:11][C@:10]4([CH:16]5[CH2:17][CH2:18][N:13]([CH2:14][CH2:15]5)[CH2:12]4)[O:9][C:6]3=[N:7][CH:8]=2)=[CH:28]1. (2) Given the reactants [CH3:1][O:2][C:3]1[C:4](=[O:9])[NH:5][CH:6]=[CH:7][CH:8]=1.[Br:10]Br.C([O-])(O)=O.[Na+], predict the reaction product. The product is: [Br:10][C:6]1[NH:5][C:4](=[O:9])[C:3]([O:2][CH3:1])=[CH:8][CH:7]=1. (3) Given the reactants [CH2:1]([O:3][C:4]1[CH:5]=[C:6]([NH:10][C:11]([C:13]2[CH:18]=[CH:17][C:16]([CH3:19])=[CH:15][CH:14]=2)=[NH:12])[CH:7]=[CH:8][CH:9]=1)[CH3:2].C(=O)(O)[O-].[Na+].Br[CH2:26][C:27](=O)[C:28]([O:30][CH2:31][CH3:32])=[O:29], predict the reaction product. The product is: [CH2:1]([O:3][C:4]1[CH:5]=[C:6]([N:10]2[CH:26]=[C:27]([C:28]([O:30][CH2:31][CH3:32])=[O:29])[N:12]=[C:11]2[C:13]2[CH:14]=[CH:15][C:16]([CH3:19])=[CH:17][CH:18]=2)[CH:7]=[CH:8][CH:9]=1)[CH3:2]. (4) The product is: [C:1]([C:4]1[CH:9]=[CH:8][C:7]([CH:10]([Br:18])[C:11]([O:13][C:14]([CH3:17])([CH3:16])[CH3:15])=[O:12])=[CH:6][CH:5]=1)(=[O:3])[CH3:2]. Given the reactants [C:1]([C:4]1[CH:9]=[CH:8][C:7]([CH2:10][C:11]([O:13][C:14]([CH3:17])([CH3:16])[CH3:15])=[O:12])=[CH:6][CH:5]=1)(=[O:3])[CH3:2].[Br:18]N1C(=O)CCC1=O, predict the reaction product.